From a dataset of Peptide-MHC class I binding affinity with 185,985 pairs from IEDB/IMGT. Regression. Given a peptide amino acid sequence and an MHC pseudo amino acid sequence, predict their binding affinity value. This is MHC class I binding data. The peptide sequence is ASAKAAAAV. The MHC is HLA-A02:02 with pseudo-sequence HLA-A02:02. The binding affinity (normalized) is 0.669.